Predict the reactants needed to synthesize the given product. From a dataset of Full USPTO retrosynthesis dataset with 1.9M reactions from patents (1976-2016). (1) Given the product [CH2:55]([C@@H:62]([NH:75][C:76]([C:78]1[CH:107]=[C:106]([CH3:108])[C:81]2[N:82]([CH2:88][C:89]3[CH:94]=[CH:93][C:92]([C:95]4[CH:100]=[CH:99][CH:98]=[CH:97][C:96]=4[C:101]4[NH:102][N:103]=[N:104][N:105]=4)=[CH:91][CH:90]=3)[C:83]([CH2:85][CH2:86][CH3:87])=[N:84][C:80]=2[CH:79]=1)=[O:77])[CH2:63][C:64](=[O:74])[NH:65][OH:66])[C:56]1[CH:61]=[CH:60][CH:59]=[CH:58][CH:57]=1, predict the reactants needed to synthesize it. The reactants are: C([C@@H](NC(C1C=C(C)C2N=C(CCC)N(CC3C=CC(C4C=CC=CC=4C4NN=NN=4)=CC=3)C=2C=1)=O)CC(=O)NOCC1C=CC=CC=1)C1C=CC=CC=1.[CH2:55]([C@@H:62]([NH:75][C:76]([C:78]1[CH:107]=[C:106]([CH3:108])[C:81]2[N:82]([CH2:88][C:89]3[CH:94]=[CH:93][C:92]([C:95]4[CH:100]=[CH:99][CH:98]=[CH:97][C:96]=4[C:101]4[NH:105][N:104]=[N:103][N:102]=4)=[CH:91][CH:90]=3)[C:83]([CH2:85][CH2:86][CH3:87])=[N:84][C:80]=2[CH:79]=1)=[O:77])[CH2:63][C:64](=[O:74])[NH:65][O:66]CC1C=CC=CC=1)[C:56]1[CH:61]=[CH:60][CH:59]=[CH:58][CH:57]=1. (2) Given the product [C:25]([O:24][C:22]([N:8]1[CH2:12][CH2:11][C@@H:10]([OH:13])[CH2:9]1)=[O:23])([CH3:26])([CH3:27])[CH3:28], predict the reactants needed to synthesize it. The reactants are: C([N:8]1[CH2:12][CH2:11][C@@H:10]([OH:13])[CH2:9]1)C1C=CC=CC=1.[C:25]([O:24][C:22](O[C:22]([O:24][C:25]([CH3:28])([CH3:27])[CH3:26])=[O:23])=[O:23])([CH3:28])([CH3:27])[CH3:26].CO. (3) Given the product [C:1]([O:5][C:6](=[O:20])[CH2:7]/[C:8](=[CH:27]\[CH2:28][CH2:29][C:30]1[CH:35]=[CH:34][CH:33]=[CH:32][CH:31]=1)/[C:9]([OH:11])=[O:10])([CH3:2])([CH3:3])[CH3:4], predict the reactants needed to synthesize it. The reactants are: [C:1]([O:5][C:6](=[O:20])[CH2:7][CH:8](P(OCC)(OCC)=O)[C:9]([OH:11])=[O:10])([CH3:4])([CH3:3])[CH3:2].CC(C)([O-])C.[K+].[CH:27](=O)[CH2:28][CH2:29][C:30]1[CH:35]=[CH:34][CH:33]=[CH:32][CH:31]=1.C(O)(=O)CC(CC(O)=O)(C(O)=O)O.[OH-].[Na+]. (4) Given the product [C:1]([O:4][C@H:5]1[CH2:22][CH2:21][C@@:20]2([CH3:23])[C:7](=[CH:8][CH2:9][C@@H:10]3[C@@H:19]2[CH2:18][CH2:17][C@@:15]2([CH3:16])[C@H:11]3[CH2:12][C:13]([CH:25]=[O:26])=[C:14]2[N:28]2[N:29]=[CH:30][CH:31]=[N:27]2)[CH2:6]1)(=[O:3])[CH3:2], predict the reactants needed to synthesize it. The reactants are: [C:1]([O:4][C@H:5]1[CH2:22][CH2:21][C@@:20]2([CH3:23])[C:7](=[CH:8][CH2:9][C@@H:10]3[C@@H:19]2[CH2:18][CH2:17][C@@:15]2([CH3:16])[C@H:11]3[CH2:12][C:13]([CH:25]=[O:26])=[C:14]2Cl)[CH2:6]1)(=[O:3])[CH3:2].[NH:27]1[CH:31]=[CH:30][N:29]=[N:28]1.C([O-])([O-])=O.[K+].[K+].